From a dataset of Aqueous solubility values for 9,982 compounds from the AqSolDB database. Regression/Classification. Given a drug SMILES string, predict its absorption, distribution, metabolism, or excretion properties. Task type varies by dataset: regression for continuous measurements (e.g., permeability, clearance, half-life) or binary classification for categorical outcomes (e.g., BBB penetration, CYP inhibition). For this dataset (solubility_aqsoldb), we predict Y. (1) The drug is CCOC(=O)C(CCc1ccccc1)NC(C)CN1CCCC1C(=O)O. The Y is -1.24 log mol/L. (2) The drug is CCC(CC)CC1(CCO)C(=O)NC(=S)NC1=O. The Y is -3.14 log mol/L. (3) The compound is Cc1cccc(N(O)C(=O)CCc2ccccc2)c1. The Y is -3.41 log mol/L. (4) The compound is CCCCCCCC[Si](OC)(OC)OC. The Y is -4.25 log mol/L. (5) The molecule is c1ccc(Nc2ccc(Nc3ccccc3)cc2)cc1. The Y is -6.24 log mol/L.